Dataset: Full USPTO retrosynthesis dataset with 1.9M reactions from patents (1976-2016). Task: Predict the reactants needed to synthesize the given product. (1) Given the product [CH2:16]([O:1][C:2]1[CH:12]=[CH:11][C:10]([CH3:13])=[CH:9][C:3]=1[C:4]([OH:6])=[O:5])[CH:15]=[CH2:14], predict the reactants needed to synthesize it. The reactants are: [OH:1][C:2]1[CH:12]=[CH:11][C:10]([CH3:13])=[CH:9][C:3]=1[C:4]([O:6]CC)=[O:5].[CH2:14](Br)[CH:15]=[CH2:16].C(=O)([O-])[O-].[K+].[K+]. (2) The reactants are: [H-].[Na+].[O:3]=[C:4]1[C:9]2([CH2:13][CH2:12][CH2:11][CH2:10]2)[N:8]([C:14]([O:16][C:17]([CH3:20])([CH3:19])[CH3:18])=[O:15])[CH2:7][C:6]2([CH2:26][CH2:25][CH2:24][CH2:23][CH2:22][CH2:21]2)[NH:5]1.[CH2:27](Br)[C:28]#[CH:29]. Given the product [O:3]=[C:4]1[C:9]2([CH2:10][CH2:11][CH2:12][CH2:13]2)[N:8]([C:14]([O:16][C:17]([CH3:20])([CH3:18])[CH3:19])=[O:15])[CH2:7][C:6]2([CH2:21][CH2:22][CH2:23][CH2:24][CH2:25][CH2:26]2)[N:5]1[CH2:29][C:28]#[CH:27], predict the reactants needed to synthesize it. (3) Given the product [C:49]([O:28][C:25]1[CH:24]=[CH:23][C:22]([CH2:21][C@@H:20]2[N:15]3[CH:16]([N:11]([C:9](=[O:10])[NH:8][CH2:1][C:2]4[CH:3]=[CH:4][CH:5]=[CH:6][CH:7]=4)[N:12]([CH3:43])[CH2:13][C:14]3=[O:42])[C@H:17]([CH3:41])[N:18]([CH2:30][C:31]3[CH:32]=[CH:33][CH:34]=[C:35]4[C:40]=3[N:39]=[CH:38][CH:37]=[CH:36]4)[C:19]2=[O:29])=[CH:27][CH:26]=1)(=[O:61])[CH2:50][CH2:51][CH2:52][CH2:53][CH2:54][CH2:55][CH2:56][CH2:57][CH2:58][CH2:59][CH3:60], predict the reactants needed to synthesize it. The reactants are: [CH2:1]([NH:8][C:9]([N:11]1[CH:16]2[C@H:17]([CH3:41])[N:18]([CH2:30][C:31]3[CH:32]=[CH:33][CH:34]=[C:35]4[C:40]=3[N:39]=[CH:38][CH:37]=[CH:36]4)[C:19](=[O:29])[C@H:20]([CH2:21][C:22]3[CH:27]=[CH:26][C:25]([OH:28])=[CH:24][CH:23]=3)[N:15]2[C:14](=[O:42])[CH2:13][N:12]1[CH3:43])=[O:10])[C:2]1[CH:7]=[CH:6][CH:5]=[CH:4][CH:3]=1.C1COCC1.[C:49](Cl)(=[O:61])[CH2:50][CH2:51][CH2:52][CH2:53][CH2:54][CH2:55][CH2:56][CH2:57][CH2:58][CH2:59][CH3:60].C(N(CC)CC)C. (4) Given the product [CH:1]1([C:4]2[NH:8][C:7]3[C:9]([O:21][CH3:22])=[CH:10][CH:11]=[C:12]([NH2:13])[C:6]=3[N:5]=2)[CH2:3][CH2:2]1, predict the reactants needed to synthesize it. The reactants are: [CH:1]1([C:4]2[NH:8][C:7]3[C:9]([O:21][CH3:22])=[CH:10][CH:11]=[C:12]([NH:13]C(=O)OC(C)(C)C)[C:6]=3[N:5]=2)[CH2:3][CH2:2]1.C1(C2NC3C(OC)=CC=C(NC(NC4C5N=C(C6CC6)NC=5C(OC)=CC=4)=O)C=3N=2)CC1.[OH-].[K+]. (5) Given the product [NH:24]1[C:25]2[CH:31]=[CH:30][CH:29]=[CH:28][C:26]=2[N:27]=[C:23]1[C:19]1[CH:18]=[C:17]([N:14]2[CH2:13][CH2:12][N:11]([CH2:9][CH2:8][NH2:7])[CH2:16][CH2:15]2)[CH:22]=[CH:21][CH:20]=1, predict the reactants needed to synthesize it. The reactants are: C(OC(=O)[NH:7][CH2:8][C:9]([N:11]1[CH2:16][CH2:15][N:14]([C:17]2[CH:22]=[CH:21][CH:20]=[C:19]([C:23]3[NH:27][C:26]4[CH:28]=[CH:29][CH:30]=[CH:31][C:25]=4[N:24]=3)[CH:18]=2)[CH2:13][CH2:12]1)=O)(C)(C)C. (6) Given the product [CH2:16]([O:7][C:8]1[CH:15]=[CH:14][C:11]([CH:12]=[O:13])=[CH:10][CH:9]=1)[C:17]1[CH:22]=[CH:21][CH:20]=[CH:19][CH:18]=1, predict the reactants needed to synthesize it. The reactants are: C(=O)([O-])[O-].[K+].[K+].[OH:7][C:8]1[CH:15]=[CH:14][C:11]([CH:12]=[O:13])=[CH:10][CH:9]=1.[CH2:16](Br)[C:17]1[CH:22]=[CH:21][CH:20]=[CH:19][CH:18]=1. (7) Given the product [Cl:1][C:2]1[CH:3]=[C:4]([C:10]2([C:27]([F:30])([F:29])[F:28])[CH2:14][CH2:13][N:12]([C:15]3[N:20]=[C:19]([C:21]([F:24])([F:23])[F:22])[C:18]([CH2:25][NH2:33])=[CH:17][CH:16]=3)[CH2:11]2)[CH:5]=[C:6]([Cl:9])[C:7]=1[Cl:8], predict the reactants needed to synthesize it. The reactants are: [Cl:1][C:2]1[CH:3]=[C:4]([C:10]2([C:27]([F:30])([F:29])[F:28])[CH2:14][CH2:13][N:12]([C:15]3[N:20]=[C:19]([C:21]([F:24])([F:23])[F:22])[C:18]([CH2:25]O)=[CH:17][CH:16]=3)[CH2:11]2)[CH:5]=[C:6]([Cl:9])[C:7]=1[Cl:8].C([N:33](CC)CC)C.CS(Cl)(=O)=O.O.N. (8) Given the product [Cl:1][C:2]1[CH:7]=[C:6]([OH:21])[CH:5]=[N:4][C:3]=1[O:17][CH:18]([CH3:20])[CH3:19], predict the reactants needed to synthesize it. The reactants are: [Cl:1][C:2]1[C:3]([O:17][CH:18]([CH3:20])[CH3:19])=[N:4][CH:5]=[C:6](B2OC(C)(C)C(C)(C)O2)[CH:7]=1.[OH-:21].[Na+].OO. (9) The reactants are: [CH:1]([N:3]([CH2:12][C@@H:13]([CH2:34][CH2:35][CH2:36][CH3:37])[C:14]([N:16]1[C@H:20]([C:21](O)=[O:22])[CH2:19][CH2:18][N:17]1[C:24]([O:26][CH2:27][C:28]1[CH:33]=[CH:32][CH:31]=[CH:30][CH:29]=1)=[O:25])=[O:15])[O:4][CH2:5][C:6]1[CH:11]=[CH:10][CH:9]=[CH:8][CH:7]=1)=[O:2].ClC1C=C(Cl)C=C(Cl)C=1C(Cl)=O.CCN(C(C)C)C(C)C.[F:59][C:60]1[CH:61]=[CH:62][C:63]([NH2:66])=[N:64][CH:65]=1. Given the product [F:59][C:60]1[CH:61]=[CH:62][C:63]([NH:66][C:21]([C@@H:20]2[CH2:19][CH2:18][N:17]([C:24]([O:26][CH2:27][C:28]3[CH:33]=[CH:32][CH:31]=[CH:30][CH:29]=3)=[O:25])[N:16]2[C:14](=[O:15])[C@@H:13]([CH2:12][N:3]([CH:1]=[O:2])[O:4][CH2:5][C:6]2[CH:11]=[CH:10][CH:9]=[CH:8][CH:7]=2)[CH2:34][CH2:35][CH2:36][CH3:37])=[O:22])=[N:64][CH:65]=1, predict the reactants needed to synthesize it. (10) Given the product [Br:33][C:30]1[CH:31]=[CH:32][C:23]([NH:22][C:8](=[O:10])[C:7]2[CH:11]=[CH:12][CH:13]=[C:5]([S:2](=[O:3])(=[O:4])[NH:19][C:18]3[CH:20]=[CH:21][C:15]([I:14])=[CH:16][CH:17]=3)[CH:6]=2)=[C:24]([CH:29]=1)[C:25]([OH:27])=[O:26], predict the reactants needed to synthesize it. The reactants are: Cl[S:2]([C:5]1[CH:6]=[C:7]([CH:11]=[CH:12][CH:13]=1)[C:8]([OH:10])=O)(=[O:4])=[O:3].[I:14][C:15]1[CH:21]=[CH:20][C:18]([NH2:19])=[CH:17][CH:16]=1.[NH2:22][C:23]1[CH:32]=[CH:31][C:30]([Br:33])=[CH:29][C:24]=1[C:25]([O:27]C)=[O:26].